From a dataset of Tyrosyl-DNA phosphodiesterase HTS with 341,365 compounds. Binary Classification. Given a drug SMILES string, predict its activity (active/inactive) in a high-throughput screening assay against a specified biological target. The compound is S(=O)(=O)(NC1=NCCC1)c1cc(NC(=S)NCC)ccc1. The result is 0 (inactive).